Dataset: Reaction yield outcomes from USPTO patents with 853,638 reactions. Task: Predict the reaction yield, written as a fraction of the theoretical maximum amount of product (1.0 means a 100% yield; for example, 0.34 means a 34% yield). (1) The reactants are [C:1]([C:3]1[CH:19]=[CH:18][C:6]([O:7][C:8]2[CH:9]=[CH:10][C:11]3[B:15]([OH:16])[O:14][CH2:13][C:12]=3[CH:17]=2)=[C:5]([CH:20]=O)[CH:4]=1)#[N:2].[NH:22]1[CH2:27][CH2:26][O:25][CH2:24][CH2:23]1.C(O)(=O)C.C([BH3-])#N. The catalyst is CO.O. The product is [OH:16][B:15]1[C:11]2[CH:10]=[CH:9][C:8]([O:7][C:6]3[CH:18]=[CH:19][C:3]([C:1]#[N:2])=[CH:4][C:5]=3[CH2:20][N:22]3[CH2:27][CH2:26][O:25][CH2:24][CH2:23]3)=[CH:17][C:12]=2[CH2:13][O:14]1. The yield is 0.800. (2) The reactants are C1(P(C2C=CC=CC=2)C2C=CC=CC=2)C=CC=CC=1.[CH3:20][O:21][C:22](=[O:35])[C:23]1[CH:32]=[C:31](Br)[C:26]([C:27]([O:29][CH3:30])=[O:28])=[CH:25][C:24]=1[NH2:34].[CH3:36][C:37]1[CH:42]=[CH:41][CH:40]=[CH:39][C:38]=1B(O)O.C(=O)([O-])[O-].[Na+].[Na+]. The catalyst is CCOCC.C([O-])(=O)C.[Pd+2].C([O-])(=O)C.C(O)C. The product is [CH3:30][O:29][C:27](=[O:28])[C:26]1[CH:25]=[C:24]([NH2:34])[C:23]([C:22]([O:21][CH3:20])=[O:35])=[CH:32][C:31]=1[C:38]1[CH:39]=[CH:40][CH:41]=[CH:42][C:37]=1[CH3:36]. The yield is 0.830. (3) The reactants are [O:1]=[C:2]([C:15]1[CH:20]=[C:19]([O:21][CH3:22])[C:18]([O:23][CH3:24])=[C:17]([O:25][CH3:26])[CH:16]=1)[CH2:3][C:4]([O:6][C:7]1[CH:12]=[CH:11][CH:10]=[C:9]([O:13][CH3:14])[CH:8]=1)=[O:5].C(NC1C=CC(S([N:40]=[N+:41]=[N-])(=O)=O)=CC=1)(=O)C.C(#N)C. The catalyst is C(N(CC)CC)C. The product is [N+:40](=[C:3]([C:2](=[O:1])[C:15]1[CH:16]=[C:17]([O:25][CH3:26])[C:18]([O:23][CH3:24])=[C:19]([O:21][CH3:22])[CH:20]=1)[C:4]([O:6][C:7]1[CH:12]=[CH:11][CH:10]=[C:9]([O:13][CH3:14])[CH:8]=1)=[O:5])=[N-:41]. The yield is 0.980. (4) The reactants are C([O-])(=O)C.[NH4+].[F:6][C:7]1[CH:8]=[C:9]([CH:12]=[C:13]([O:15][CH2:16][CH2:17][CH3:18])[CH:14]=1)[CH:10]=O.[N+:19]([CH3:22])([O-:21])=[O:20].O. The catalyst is C(O)(=O)C. The product is [F:6][C:7]1[CH:14]=[C:13]([O:15][CH2:16][CH2:17][CH3:18])[CH:12]=[C:9](/[CH:10]=[CH:22]/[N+:19]([O-:21])=[O:20])[CH:8]=1. The yield is 0.698. (5) The reactants are [CH2:1]([O:3][P:4]([C:9](=[C:18]1[CH:23]=[CH:22][C:21]([NH:24]C(=O)C(F)(F)F)=[CH:20][CH2:19]1)[P:10]([O:15][CH2:16][CH3:17])([O:12][CH2:13][CH3:14])=[O:11])([O:6][CH2:7][CH3:8])=[O:5])[CH3:2]. The catalyst is [OH-].[Na+]. The product is [CH2:13]([O:12][P:10]([C:9]([P:4]([O:6][CH2:7][CH3:8])([O:3][CH2:1][CH3:2])=[O:5])=[C:18]1[CH:19]=[CH:20][C:21]([NH2:24])=[CH:22][CH2:23]1)([O:15][CH2:16][CH3:17])=[O:11])[CH3:14]. The yield is 0.970. (6) No catalyst specified. The yield is 0.829. The reactants are [F:1][C:2]1([CH2:13]N)[C:7]([F:8])=[CH:6][C:5]([F:9])=[C:4]([F:10])[CH:3]1[CH2:11]N.C(O)(=[O:17])C.N([O-])=O.[Na+].[OH2:23]. The product is [F:1][C:2]1([CH2:13][OH:17])[C:7]([F:8])=[CH:6][C:5]([F:9])=[C:4]([F:10])[CH:3]1[CH2:11][OH:23]. (7) The yield is 0.700. The product is [F:1][C:2]1[CH:7]=[CH:6][C:5]([N:8]2[CH2:14][CH2:13][CH2:12][CH:11]([C:20]#[N:21])[CH2:10][C:9]2=[O:15])=[CH:4][CH:3]=1. The reactants are [F:1][C:2]1[CH:7]=[CH:6][C:5]([N:8]2[CH2:14][CH2:13][CH2:12][CH:11]=[CH:10][C:9]2=[O:15])=[CH:4][CH:3]=1.[Si]([C:20]#[N:21])(C)(C)C. No catalyst specified. (8) The yield is 0.463. The catalyst is O1CCOCC1.CO. The product is [Cl:1][C:2]1[CH:7]=[CH:6][C:5]([NH:8][C:9]2[NH:10][C:11]([C:14]3[CH:15]=[CH:16][C:17]([O:20][C:36]4[N:35]=[C:34]([NH2:38])[N:33]=[C:32]([NH2:39])[CH:37]=4)=[CH:18][CH:19]=3)=[N:12][N:13]=2)=[CH:4][C:3]=1[C:21]([F:22])([F:23])[F:24]. The reactants are [Cl:1][C:2]1[CH:7]=[CH:6][C:5]([NH:8][C:9]2[NH:10][C:11]([C:14]3[CH:19]=[CH:18][C:17]([OH:20])=[CH:16][CH:15]=3)=[N:12][N:13]=2)=[CH:4][C:3]=1[C:21]([F:24])([F:23])[F:22].C([O-])([O-])=O.[Cs+].[Cs+].Cl[C:32]1([NH2:39])[CH:37]=[CH:36][N:35]=[C:34]([NH2:38])[NH:33]1.